The task is: Predict the reactants needed to synthesize the given product.. This data is from Full USPTO retrosynthesis dataset with 1.9M reactions from patents (1976-2016). (1) Given the product [Cl:8][C:9]1[N:14]=[C:13]2[NH:15][N:16]=[CH:17][C:12]2=[C:11]([C:24]2[CH:25]=[C:26]([NH:30][C:31](=[O:34])[CH:32]=[CH2:33])[CH:27]=[CH:28][CH:29]=2)[N:10]=1, predict the reactants needed to synthesize it. The reactants are: FC(F)(F)C(O)=O.[Cl:8][C:9]1[N:14]=[C:13]2[N:15](C3CCCCO3)[N:16]=[CH:17][C:12]2=[C:11]([C:24]2[CH:25]=[C:26]([NH:30][C:31](=[O:34])[CH:32]=[CH2:33])[CH:27]=[CH:28][CH:29]=2)[N:10]=1. (2) Given the product [N:14]1([CH2:10][CH2:11][C:12]#[C:13][C:2]2[CH:3]=[C:4]([CH:7]=[CH:8][CH:9]=2)[CH:5]=[O:6])[CH2:19][CH2:18][CH2:17][CH2:16][CH2:15]1, predict the reactants needed to synthesize it. The reactants are: Br[C:2]1[CH:3]=[C:4]([CH:7]=[CH:8][CH:9]=1)[CH:5]=[O:6].[CH2:10]([N:14]1[CH2:19][CH2:18][CH2:17][CH2:16][CH2:15]1)[CH2:11][C:12]#[CH:13]. (3) Given the product [Cl:1][C:2]1[CH:3]=[CH:4][C:5]([O:15][CH2:16][C:17]([N:19]2[CH2:24][CH2:23][N:22]([CH2:25][C:26]3[CH:31]=[CH:30][C:29]([F:32])=[CH:28][CH:27]=3)[CH2:21][C@H:20]2[CH3:33])=[O:18])=[C:6]([N:8]([C:13]#[N:14])[C:9]([NH2:35])=[NH:12])[CH:7]=1, predict the reactants needed to synthesize it. The reactants are: [Cl:1][C:2]1[CH:3]=[CH:4][C:5]([O:15][CH2:16][C:17]([N:19]2[CH2:24][CH2:23][N:22]([CH2:25][C:26]3[CH:31]=[CH:30][C:29]([F:32])=[CH:28][CH:27]=3)[CH2:21][CH:20]2[CH3:33])=[O:18])=[C:6]([N:8]([C:13]#[N:14])[C:9](=[NH:12])SC)[CH:7]=1.[OH-].[NH4+:35]. (4) Given the product [O:1]1[C:5]2[CH:6]=[CH:7][CH:8]=[CH:9][C:4]=2[CH:3]=[C:2]1[C:10]1[N:14]2[N:15]=[C:16]([O:21][C@H:29]([CH3:30])[CH2:28][NH2:27])[CH:17]=[CH:18][C:13]2=[N:12][CH:11]=1, predict the reactants needed to synthesize it. The reactants are: [O:1]1[C:5]2[CH:6]=[CH:7][CH:8]=[CH:9][C:4]=2[CH:3]=[C:2]1[C:10]1[N:14]2[N:15]=[C:16](Cl)[CH:17]=[CH:18][C:13]2=[N:12][CH:11]=1.C(=O)([O-])[O-:21].[K+].[K+].C[N:27]1C(=O)[CH2:30][CH2:29][CH2:28]1. (5) Given the product [F:1][C:2]1[CH:10]=[CH:9][CH:8]=[C:7]([O:11][CH3:12])[C:3]=1[C:4]1[S:17][C:15]([NH2:16])=[N:13][N:14]=1, predict the reactants needed to synthesize it. The reactants are: [F:1][C:2]1[CH:10]=[CH:9][CH:8]=[C:7]([O:11][CH3:12])[C:3]=1[C:4](O)=O.[NH:13]([C:15](=[S:17])[NH2:16])[NH2:14].O=P(Cl)(Cl)Cl. (6) Given the product [CH3:12][CH:9]1[CH2:10][CH2:11][CH:6]([NH:5][C:3]([C:2]2[CH:13]=[N:14][C:23]3[CH2:22][CH:21]([O:20][Si:19]([C:15]([CH3:18])([CH3:17])[CH3:16])([C:35]4[CH:40]=[CH:39][CH:38]=[CH:37][CH:36]=4)[C:29]4[CH:30]=[CH:31][CH:32]=[CH:33][CH:34]=4)[CH2:26][CH2:25][C:24]=3[N:1]=2)=[O:4])[CH2:7][CH2:8]1, predict the reactants needed to synthesize it. The reactants are: [NH2:1][CH:2]([CH2:13][NH2:14])[C:3]([NH:5][CH:6]1[CH2:11][CH2:10][CH:9]([CH3:12])[CH2:8][CH2:7]1)=[O:4].[C:15]([Si:19]([C:35]1[CH:40]=[CH:39][CH:38]=[CH:37][CH:36]=1)([C:29]1[CH:34]=[CH:33][CH:32]=[CH:31][CH:30]=1)[O:20][CH:21]1[CH2:26][CH2:25][C:24](=O)[C:23](=O)[CH2:22]1)([CH3:18])([CH3:17])[CH3:16].CC1C=CC(S([O-])(=O)=O)=CC=1.C1C=C[NH+]=CC=1. (7) Given the product [Cl:1][C:2]1[N:7]=[C:6]([NH:8][C:9]2[CH:14]=[CH:13][C:12]([N:15]3[CH2:16][CH2:17][N:18]([CH:21]4[CH2:24][O:23][CH2:22]4)[CH2:19][CH2:20]3)=[CH:11][CH:10]=2)[N:5]=[C:4]([C:25]2[CH:44]=[C:43]([CH:42]=[C:27]([O:28][CH:29]3[CH2:30][CH2:31][NH:32][CH2:33][CH2:34]3)[CH:26]=2)[C:45]#[N:46])[N:3]=1, predict the reactants needed to synthesize it. The reactants are: [Cl:1][C:2]1[N:7]=[C:6]([NH:8][C:9]2[CH:14]=[CH:13][C:12]([N:15]3[CH2:20][CH2:19][N:18]([CH:21]4[CH2:24][O:23][CH2:22]4)[CH2:17][CH2:16]3)=[CH:11][CH:10]=2)[N:5]=[C:4]([C:25]2[CH:26]=[C:27]([CH:42]=[C:43]([C:45]#[N:46])[CH:44]=2)[O:28][CH:29]2[CH2:34][CH2:33][N:32](C(OC(C)(C)C)=O)[CH2:31][CH2:30]2)[N:3]=1.